This data is from Forward reaction prediction with 1.9M reactions from USPTO patents (1976-2016). The task is: Predict the product of the given reaction. (1) Given the reactants [Br:1][CH2:2][CH2:3][CH2:4][N:5]1[C:13]([O:14]C)=[N:12][C:11]2[C:6]1=[N:7][C:8]([O:17][CH2:18][CH2:19][CH2:20][CH3:21])=[N:9][C:10]=2[NH2:16].[ClH:22], predict the reaction product. The product is: [ClH:22].[NH2:16][C:10]1[N:9]=[C:8]([O:17][CH2:18][CH2:19][CH2:20][CH3:21])[N:7]=[C:6]2[C:11]=1[NH:12][C:13](=[O:14])[N:5]2[CH2:4][CH2:3][CH2:2][Br:1]. (2) Given the reactants [CH3:1][N:2]([CH3:31])[C:3](=[O:30])[CH2:4][CH:5]1[CH2:10][N:9](C(OCC2C=CC=CC=2)=O)[CH2:8][C:7](=[O:21])[N:6]1[CH2:22][C:23]1[CH:28]=[CH:27][C:26]([F:29])=[CH:25][CH:24]=1, predict the reaction product. The product is: [CH3:31][N:2]([CH3:1])[C:3](=[O:30])[CH2:4][CH:5]1[CH2:10][NH:9][CH2:8][C:7](=[O:21])[N:6]1[CH2:22][C:23]1[CH:28]=[CH:27][C:26]([F:29])=[CH:25][CH:24]=1. (3) Given the reactants C(S[C:4]([C:6]([F:9])([F:8])[F:7])=[O:5])C.Cl.[NH2:11][C@H:12]([C:17]([OH:19])=[O:18])[CH2:13][CH2:14][CH2:15][NH2:16].[OH-].[Na+], predict the reaction product. The product is: [F:9][C:6]([F:7])([F:8])[C:4]([NH:11][C@H:12]([C:17]([OH:19])=[O:18])[CH2:13][CH2:14][CH2:15][NH2:16])=[O:5]. (4) Given the reactants [NH2:1][C:2]1[CH:9]=[CH:8][C:7](I)=[CH:6][C:3]=1[C:4]#[N:5].[Cl-].[CH3:12][O:13][C:14]1[CH:21]=[CH:20][CH:19]=[CH:18][C:15]=1[CH2:16][Zn+].NC1C=CC(CC2C=CC=CC=2)=CC=1C#N, predict the reaction product. The product is: [NH2:1][C:2]1[CH:9]=[CH:8][C:7]([CH2:16][C:15]2[CH:18]=[CH:19][CH:20]=[CH:21][C:14]=2[O:13][CH3:12])=[CH:6][C:3]=1[C:4]#[N:5]. (5) Given the reactants [CH2:1]([O:8][C:9]1[CH:13]=[C:12]([C:14]2[CH:19]=[CH:18][C:17]([O:20][CH3:21])=[CH:16][CH:15]=2)[N:11]([CH:22]([CH3:24])[CH3:23])[N:10]=1)[C:2]1[CH:7]=[CH:6][CH:5]=[CH:4][CH:3]=1.P(Cl)(Cl)(Cl)=O.[OH-].[Na+].CN(C)[CH:34]=[O:35], predict the reaction product. The product is: [CH2:1]([O:8][C:9]1[C:13]([CH:34]=[O:35])=[C:12]([C:14]2[CH:15]=[CH:16][C:17]([O:20][CH3:21])=[CH:18][CH:19]=2)[N:11]([CH:22]([CH3:24])[CH3:23])[N:10]=1)[C:2]1[CH:7]=[CH:6][CH:5]=[CH:4][CH:3]=1. (6) Given the reactants Br[C:2]1[N:6]2[CH:7]=[C:8]([NH:11][CH3:12])[N:9]=[CH:10][C:5]2=[N:4][CH:3]=1.[F:13][C:14]([F:25])([F:24])[C:15]1[CH:20]=[CH:19][C:18](B(O)O)=[CH:17][CH:16]=1.[O-]P([O-])([O-])=O.[K+].[K+].[K+], predict the reaction product. The product is: [CH3:12][NH:11][C:8]1[N:9]=[CH:10][C:5]2[N:6]([C:2]([C:18]3[CH:19]=[CH:20][C:15]([C:14]([F:25])([F:24])[F:13])=[CH:16][CH:17]=3)=[CH:3][N:4]=2)[CH:7]=1.